The task is: Predict the reactants needed to synthesize the given product.. This data is from Full USPTO retrosynthesis dataset with 1.9M reactions from patents (1976-2016). (1) Given the product [CH3:28][O:27][C:25](=[O:26])[CH2:24][N:17]1[C:16](=[O:29])[C:15]2[C:20](=[CH:21][CH:22]=[C:13]([C:11]([C:4]3[N:5]4[C:10]([CH:9]=[CH:8][CH:7]=[CH:6]4)=[C:2]([C:42]4[CH:41]=[CH:40][C:39]([O:38][CH2:37][C:36]([O:35][C:31]([CH3:34])([CH3:33])[CH3:32])=[O:54])=[CH:44][CH:43]=4)[C:3]=3[CH3:30])=[O:12])[CH:14]=2)[NH:19][C:18]1=[O:23], predict the reactants needed to synthesize it. The reactants are: Br[C:2]1[C:3]([CH3:30])=[C:4]([C:11]([C:13]2[CH:14]=[C:15]3[C:20](=[CH:21][CH:22]=2)[NH:19][C:18](=[O:23])[N:17]([CH2:24][C:25]([O:27][CH3:28])=[O:26])[C:16]3=[O:29])=[O:12])[N:5]2[C:10]=1[CH:9]=[CH:8][CH:7]=[CH:6]2.[C:31]([O:35][C:36](=[O:54])[CH2:37][O:38][C:39]1[CH:44]=[CH:43][C:42](B2OC(C)(C)C(C)(C)O2)=[CH:41][CH:40]=1)([CH3:34])([CH3:33])[CH3:32].P([O-])([O-])([O-])=O.[K+].[K+].[K+]. (2) Given the product [CH3:31][O:32][C:33]1[CH:34]=[C:35]([NH:36][C:2]2[C:3]3[NH:21][N:20]=[CH:19][C:4]=3[N:5]=[C:6]([C:8]3[CH:9]=[C:10]([NH:14][S:15]([CH3:18])(=[O:16])=[O:17])[CH:11]=[CH:12][CH:13]=3)[N:7]=2)[CH:37]=[CH:38][C:39]=1[O:40][CH3:41], predict the reactants needed to synthesize it. The reactants are: Cl[C:2]1[C:3]2[C:4](=[CH:19][N:20](CC3C=CC(OC)=CC=3)[N:21]=2)[N:5]=[C:6]([C:8]2[CH:9]=[C:10]([NH:14][S:15]([CH3:18])(=[O:17])=[O:16])[CH:11]=[CH:12][CH:13]=2)[N:7]=1.[CH3:31][O:32][C:33]1[CH:34]=[C:35]([CH:37]=[CH:38][C:39]=1[O:40][CH3:41])[NH2:36].Cl. (3) Given the product [C:1]([O:5][C:33](=[O:34])[CH2:31][CH2:29][CH2:27][CH2:25][C:24]1[N:9]=[N:8][N:7]([CH2:10][C:11](=[O:12])[NH:13][CH2:14][CH2:15][C:16]2[CH:17]=[CH:18][C:19]([OH:22])=[CH:20][CH:21]=2)[CH:41]=1)([CH3:4])([CH3:3])[CH3:2], predict the reactants needed to synthesize it. The reactants are: [C:1]([OH:5])([CH3:4])([CH3:3])[CH3:2].O.[N:7]([CH2:10][C:11]([NH:13][CH2:14][CH2:15][C:16]1[CH:21]=[CH:20][C:19]([OH:22])=[CH:18][CH:17]=1)=[O:12])=[N+:8]=[N-:9].O=[C:24]1O[C@H:29]([C@H:31]([CH2:33][OH:34])O)[C:27]([O-])=[C:25]1O.[Na+].S([O-])([O-])(=O)=O.[CH2:41]1COCC1. (4) Given the product [F:44][C:45]1[CH:46]=[C:47]([C@@H:52]2[CH2:56][N:55]([CH2:57][CH2:58][O:59][CH3:60])[CH2:54][C@H:53]2[NH:61][C:21]([NH:18][C:6]2[C:2]([CH3:1])=[N:3][N:4]([C:10]3[CH:11]=[CH:12][CH:13]=[CH:14][CH:15]=3)[CH:5]=2)=[O:24])[CH:48]=[CH:49][C:50]=1[F:51], predict the reactants needed to synthesize it. The reactants are: [CH3:1][C:2]1[C:6](C(O)=O)=[CH:5][N:4]([C:10]2[CH:15]=[CH:14][CH:13]=[CH:12][CH:11]=2)[N:3]=1.CC[N:18]([CH2:21]C)CC.P(N=[N+]=[N-])(=O)(OC1C=CC=CC=1)[O:24]C1C=CC=CC=1.Cl.Cl.[F:44][C:45]1[CH:46]=[C:47]([C@@H:52]2[CH2:56][N:55]([CH2:57][CH2:58][O:59][CH3:60])[CH2:54][C@H:53]2[NH2:61])[CH:48]=[CH:49][C:50]=1[F:51]. (5) Given the product [CH3:18][O:19][C:8]1[S:7][C:6]([C:4](=[O:5])[CH3:21])=[C:10]2[CH2:11][CH2:12][C:13]([CH3:15])([CH3:16])[CH2:14][C:9]=12, predict the reactants needed to synthesize it. The reactants are: C(O[C:4]([C:6]1[S:7][C:8](Br)=[C:9]2[CH2:14][C:13]([CH3:16])([CH3:15])[CH2:12][CH2:11][C:10]=12)=[O:5])C.[CH3:18][O-:19].[Na+].[CH3:21][Li].